This data is from Peptide-MHC class II binding affinity with 134,281 pairs from IEDB. The task is: Regression. Given a peptide amino acid sequence and an MHC pseudo amino acid sequence, predict their binding affinity value. This is MHC class II binding data. (1) The peptide sequence is YDKFLANVSTVYTGK. The MHC is DRB1_1602 with pseudo-sequence DRB1_1602. The binding affinity (normalized) is 0.723. (2) The peptide sequence is VATLSEALRIIAGTLEVHAV. The MHC is HLA-DPA10103-DPB10401 with pseudo-sequence HLA-DPA10103-DPB10401. The binding affinity (normalized) is 0.389. (3) The peptide sequence is DSYIIVGRGDSRLTY. The MHC is DRB1_1101 with pseudo-sequence DRB1_1101. The binding affinity (normalized) is 0.769.